Dataset: NCI-60 drug combinations with 297,098 pairs across 59 cell lines. Task: Regression. Given two drug SMILES strings and cell line genomic features, predict the synergy score measuring deviation from expected non-interaction effect. (1) Drug 1: C1CC(=O)NC(=O)C1N2CC3=C(C2=O)C=CC=C3N. Drug 2: C1CNP(=O)(OC1)N(CCCl)CCCl. Synergy scores: CSS=6.93, Synergy_ZIP=0.786, Synergy_Bliss=4.76, Synergy_Loewe=5.29, Synergy_HSA=4.24. Cell line: OVCAR-8. (2) Drug 1: CCN(CC)CCCC(C)NC1=C2C=C(C=CC2=NC3=C1C=CC(=C3)Cl)OC. Drug 2: CC(C)NC(=O)C1=CC=C(C=C1)CNNC.Cl. Cell line: A549. Synergy scores: CSS=0.288, Synergy_ZIP=0.925, Synergy_Bliss=3.68, Synergy_Loewe=5.94, Synergy_HSA=-0.565. (3) Drug 1: CCC(=C(C1=CC=CC=C1)C2=CC=C(C=C2)OCCN(C)C)C3=CC=CC=C3.C(C(=O)O)C(CC(=O)O)(C(=O)O)O. Drug 2: C1C(C(OC1N2C=NC(=NC2=O)N)CO)O. Cell line: NCI-H460. Synergy scores: CSS=7.89, Synergy_ZIP=-2.30, Synergy_Bliss=-0.0206, Synergy_Loewe=-17.3, Synergy_HSA=-0.0777. (4) Drug 1: CN(C)C1=NC(=NC(=N1)N(C)C)N(C)C. Drug 2: C1=CC(=CC=C1CCCC(=O)O)N(CCCl)CCCl. Cell line: IGROV1. Synergy scores: CSS=36.7, Synergy_ZIP=6.14, Synergy_Bliss=11.1, Synergy_Loewe=2.78, Synergy_HSA=11.9. (5) Drug 1: CN(CCCl)CCCl.Cl. Drug 2: C(CN)CNCCSP(=O)(O)O. Cell line: KM12. Synergy scores: CSS=26.0, Synergy_ZIP=-7.29, Synergy_Bliss=-5.20, Synergy_Loewe=-59.2, Synergy_HSA=-7.92.